From a dataset of Forward reaction prediction with 1.9M reactions from USPTO patents (1976-2016). Predict the product of the given reaction. (1) The product is: [CH2:15]([O:16][C:17]1[CH:22]=[CH:21][CH:20]=[CH:19][C:18]=1[N:23]1[C:5](=[O:13])[C:6]2[C:7](=[CH:9][CH:10]=[CH:11][CH:12]=2)[N:8]=[C:3]1[CH2:1][CH3:2])[CH3:14]. Given the reactants [CH2:1]([C:3]1O[C:5](=[O:13])[C:6]2[CH:12]=[CH:11][CH:10]=[CH:9][C:7]=2[N:8]=1)[CH3:2].[CH3:14][CH2:15][O:16][C:17]1[C:18]([NH2:23])=[CH:19][CH:20]=[CH:21][CH:22]=1, predict the reaction product. (2) Given the reactants Br[C:2]1[CH:3]=[C:4]([C:13]([OH:15])=[O:14])[CH:5]=[N:6][C:7]=1[O:8][CH2:9][CH:10]1[CH2:12][CH2:11]1.[F:16][C:17]1[CH:18]=[C:19](B(O)O)[CH:20]=[CH:21][C:22]=1[F:23], predict the reaction product. The product is: [CH:10]1([CH2:9][O:8][C:7]2[C:2]([C:20]3[CH:19]=[CH:18][C:17]([F:16])=[C:22]([F:23])[CH:21]=3)=[CH:3][C:4]([C:13]([OH:15])=[O:14])=[CH:5][N:6]=2)[CH2:12][CH2:11]1. (3) Given the reactants Cl[CH:2]([CH:20]1[CH2:25][CH2:24][CH2:23][CH2:22][CH2:21]1)[C:3]1[CH:7]=[C:6]([C:8]2[CH:13]=[CH:12][C:11]([C:14]([F:17])([F:16])[F:15])=[CH:10][CH:9]=2)[S:5][C:4]=1[CH2:18][CH3:19].[NH2:26][C:27]1[CH:36]=[CH:35][C:30]([C:31]([O:33]C)=[O:32])=[CH:29][CH:28]=1.[I-].[Na+].C(=O)([O-])[O-].[Na+].[Na+].[Cl-].[NH4+].[OH-].[Na+].Cl, predict the reaction product. The product is: [CH:20]1([CH:2]([NH:26][C:27]2[CH:36]=[CH:35][C:30]([C:31]([OH:33])=[O:32])=[CH:29][CH:28]=2)[C:3]2[CH:7]=[C:6]([C:8]3[CH:13]=[CH:12][C:11]([C:14]([F:17])([F:16])[F:15])=[CH:10][CH:9]=3)[S:5][C:4]=2[CH2:18][CH3:19])[CH2:25][CH2:24][CH2:23][CH2:22][CH2:21]1.